This data is from NCI-60 drug combinations with 297,098 pairs across 59 cell lines. The task is: Regression. Given two drug SMILES strings and cell line genomic features, predict the synergy score measuring deviation from expected non-interaction effect. (1) Synergy scores: CSS=35.2, Synergy_ZIP=2.16, Synergy_Bliss=0.366, Synergy_Loewe=-28.9, Synergy_HSA=-9.35. Drug 1: C1=NC2=C(N=C(N=C2N1C3C(C(C(O3)CO)O)F)Cl)N. Drug 2: CC1=C(C(=CC=C1)Cl)NC(=O)C2=CN=C(S2)NC3=CC(=NC(=N3)C)N4CCN(CC4)CCO. Cell line: MOLT-4. (2) Drug 1: CN(C)C1=NC(=NC(=N1)N(C)C)N(C)C. Drug 2: C1=CC(=CC=C1CC(C(=O)O)N)N(CCCl)CCCl.Cl. Cell line: BT-549. Synergy scores: CSS=15.5, Synergy_ZIP=-2.09, Synergy_Bliss=8.73, Synergy_Loewe=-10.6, Synergy_HSA=3.47. (3) Drug 1: C1=C(C(=O)NC(=O)N1)N(CCCl)CCCl. Drug 2: CC1CCC2CC(C(=CC=CC=CC(CC(C(=O)C(C(C(=CC(C(=O)CC(OC(=O)C3CCCCN3C(=O)C(=O)C1(O2)O)C(C)CC4CCC(C(C4)OC)OCCO)C)C)O)OC)C)C)C)OC. Cell line: NCI-H460. Synergy scores: CSS=30.7, Synergy_ZIP=-3.36, Synergy_Bliss=-4.33, Synergy_Loewe=1.44, Synergy_HSA=-0.783. (4) Drug 1: C1C(C(OC1N2C=C(C(=O)NC2=O)F)CO)O. Drug 2: C1C(C(OC1N2C=NC(=NC2=O)N)CO)O. Cell line: PC-3. Synergy scores: CSS=17.0, Synergy_ZIP=-7.51, Synergy_Bliss=-1.20, Synergy_Loewe=-0.330, Synergy_HSA=0.176.